From a dataset of HIV replication inhibition screening data with 41,000+ compounds from the AIDS Antiviral Screen. Binary Classification. Given a drug SMILES string, predict its activity (active/inactive) in a high-throughput screening assay against a specified biological target. (1) The compound is O=[N+]([O-])c1cccc(C2=NOC3C4CCC(C4)C23)c1. The result is 0 (inactive). (2) The compound is CC1=CC(=O)OC2CC(CCC(C)C=CC=CCC1)OC(O)(C1CSC(=O)N1)C2. The result is 0 (inactive). (3) The compound is C=CCP(c1ccccc1)c1ccccc1. The result is 0 (inactive). (4) The compound is CC(=O)OCC(C)C1=C(OC(C)=O)C(=O)C2(C)CC=C(C)CCC=C(C)CCC(OC(C)=O)C(C)CCC12. The result is 0 (inactive).